From a dataset of Peptide-MHC class II binding affinity with 134,281 pairs from IEDB. Regression. Given a peptide amino acid sequence and an MHC pseudo amino acid sequence, predict their binding affinity value. This is MHC class II binding data. (1) The peptide sequence is AFMLAWNYGVPRVMS. The MHC is DRB1_0901 with pseudo-sequence DRB1_0901. The binding affinity (normalized) is 0.840. (2) The peptide sequence is DSKHQLDMIITAVNS. The MHC is DRB4_0101 with pseudo-sequence DRB4_0103. The binding affinity (normalized) is 0.438. (3) The peptide sequence is EVDMTPADAL. The MHC is HLA-DQA10501-DQB10201 with pseudo-sequence HLA-DQA10501-DQB10201. The binding affinity (normalized) is 0.478. (4) The MHC is DRB1_0401 with pseudo-sequence DRB1_0401. The binding affinity (normalized) is 0.505. The peptide sequence is SQDLELSWCLNGLQAY. (5) The peptide sequence is EALYLVCGE. The MHC is HLA-DQA10301-DQB10302 with pseudo-sequence HLA-DQA10301-DQB10302. The binding affinity (normalized) is 0.543.